Dataset: Full USPTO retrosynthesis dataset with 1.9M reactions from patents (1976-2016). Task: Predict the reactants needed to synthesize the given product. (1) Given the product [CH3:1][O:2][C:3]1[CH:11]=[C:10]2[C:9](=[CH:5][CH:4]=1)[NH:8][C:7]([CH3:12])=[C:6]2[CH2:13][C:14]([NH:16][CH:17]([CH2:21][CH2:22][CH2:23][CH2:24][CH2:25][C:26]([C:28]1[O:29][CH:30]=[CH:31][N:32]=1)=[O:27])[C:18]([NH:93][CH2:92][CH2:91][C:90]1[C:89]2[C:84](=[CH:85][CH:86]=[CH:87][CH:88]=2)[NH:83][C:82]=1[C:76]1[CH:81]=[CH:80][CH:79]=[CH:78][CH:77]=1)=[O:19])=[O:15], predict the reactants needed to synthesize it. The reactants are: [CH3:1][O:2][C:3]1[CH:4]=[C:5]2[C:9](=[CH:10][CH:11]=1)[NH:8][C:7]([CH3:12])=[C:6]2[CH2:13][C:14]([NH:16][CH:17]([CH2:21][CH2:22][CH2:23][CH2:24][CH2:25][C:26]([C:28]1[O:29][CH:30]=[CH:31][N:32]=1)=[O:27])[C:18](O)=[O:19])=[O:15].C1C=CC2N(O)N=NC=2C=1.C1CN([P+](ON2N=NC3C=CC=CC2=3)(N2CCCC2)N2CCCC2)CC1.F[P-](F)(F)(F)(F)F.[C:76]1([C:82]2[NH:83][C:84]3[C:89]([C:90]=2[CH2:91][CH2:92][NH2:93])=[CH:88][CH:87]=[CH:86][CH:85]=3)[CH:81]=[CH:80][CH:79]=[CH:78][CH:77]=1. (2) Given the product [F:25][C:2]1([F:1])[O:6][C:5]2[CH:7]=[CH:8][C:9]([N:11]3[CH:16]=[CH:15][C:14](=[O:17])[C:13]([C:18]4[N:37]([C:30]5[C:29]6[C:34](=[CH:35][CH:36]=[C:27]([F:26])[CH:28]=6)[N:33]=[CH:32][CH:31]=5)[N:38]=[CH:20][CH:19]=4)=[N:12]3)=[CH:10][C:4]=2[O:3]1, predict the reactants needed to synthesize it. The reactants are: [F:1][C:2]1([F:25])[O:6][C:5]2[CH:7]=[CH:8][C:9]([N:11]3[CH:16]=[CH:15][C:14](=[O:17])[C:13]([C:18](=O)/[CH:19]=[CH:20]/N(C)C)=[N:12]3)=[CH:10][C:4]=2[O:3]1.[F:26][C:27]1[CH:28]=[C:29]2[C:34](=[CH:35][CH:36]=1)[N:33]=[CH:32][CH:31]=[C:30]2[NH:37][NH2:38]. (3) Given the product [N:19]1[CH:20]=[CH:21][CH:22]=[CH:23][C:18]=1[CH2:17][NH:16][CH2:3][C:4]1[N:5]=[C:6]2[C:11](=[N:12][CH:13]=1)[N:10]=[C:9]([NH2:14])[N:8]=[C:7]2[NH2:15], predict the reactants needed to synthesize it. The reactants are: Br.Br[CH2:3][C:4]1[N:5]=[C:6]2[C:11](=[N:12][CH:13]=1)[N:10]=[C:9]([NH2:14])[N:8]=[C:7]2[NH2:15].[NH2:16][CH2:17][C:18]1[CH:23]=[CH:22][CH:21]=[CH:20][N:19]=1.C(=O)(O)[O-]. (4) Given the product [CH3:8][O:9][C:10]1[CH:11]=[C:12]([S:18]([N:21]2[C@H:22]([CH3:28])[CH2:23][N:24]([S:39]([C:33]3[CH:34]=[CH:35][C:36]([O:37][CH3:38])=[C:31]([F:1])[CH:32]=3)(=[O:41])=[O:40])[CH2:25][C@@H:26]2[CH3:27])(=[O:20])=[O:19])[CH:13]=[CH:14][C:15]=1[O:16][CH3:17], predict the reactants needed to synthesize it. The reactants are: [F:1]C(F)(F)C(O)=O.[CH3:8][O:9][C:10]1[CH:11]=[C:12]([S:18]([N:21]2[C@H:26]([CH3:27])[CH2:25][NH:24][CH2:23][C@@H:22]2[CH3:28])(=[O:20])=[O:19])[CH:13]=[CH:14][C:15]=1[O:16][CH3:17].CO[C:31]1[CH:32]=[C:33]([S:39](N2[C@@H](C)CN(C(OC(C)(C)C)=O)C[C@H]2C)(=[O:41])=[O:40])[CH:34]=[CH:35][C:36]=1[O:37][CH3:38]. (5) Given the product [Br:14][C:15]1[CH:16]=[C:17]([CH:21]=[CH:22][CH:23]=1)[C:18]([C:2]1[CH:9]=[C:8]([F:10])[CH:7]=[CH:6][C:3]=1[C:4]#[N:5])=[O:19], predict the reactants needed to synthesize it. The reactants are: Br[C:2]1[CH:9]=[C:8]([F:10])[CH:7]=[CH:6][C:3]=1[C:4]#[N:5].C([Cu])#N.[Br:14][C:15]1[CH:16]=[C:17]([CH:21]=[CH:22][CH:23]=1)[C:18](Cl)=[O:19]. (6) Given the product [ClH:26].[ClH:26].[ClH:26].[ClH:26].[CH:35]1[C:36]2[C:41](=[CH:40][CH:39]=[CH:38][CH:37]=2)[CH:42]=[CH:43][C:34]=1[C:30]1[CH:29]=[C:28]([CH2:27][N:23]2[CH2:24][CH2:25][N:20]([CH2:19][C:17]3[CH:16]=[CH:15][N:14]=[C:13]([C:5]4[CH:6]=[C:7]([O:11][CH3:12])[C:8]([O:9][CH3:10])=[C:3]([O:2][CH3:1])[CH:4]=4)[CH:18]=3)[CH2:21][CH2:22]2)[CH:33]=[CH:32][N:31]=1.[ClH:26], predict the reactants needed to synthesize it. The reactants are: [CH3:1][O:2][C:3]1[CH:4]=[C:5]([C:13]2[CH:18]=[C:17]([CH2:19][N:20]3[CH2:25][CH2:24][NH:23][CH2:22][CH2:21]3)[CH:16]=[CH:15][N:14]=2)[CH:6]=[C:7]([O:11][CH3:12])[C:8]=1[O:9][CH3:10].[Cl:26][CH2:27][C:28]1[CH:33]=[CH:32][N:31]=[C:30]([C:34]2[CH:43]=[CH:42][C:41]3[C:36](=[CH:37][CH:38]=[CH:39][CH:40]=3)[CH:35]=2)[CH:29]=1. (7) Given the product [CH3:1][O:2][C:3]1[N:8]=[N:7][C:6]([CH:9]=[O:10])=[CH:5][CH:4]=1, predict the reactants needed to synthesize it. The reactants are: [CH3:1][O:2][C:3]1[N:8]=[N:7][C:6]([CH2:9][OH:10])=[CH:5][CH:4]=1. (8) The reactants are: Cl[C:2]([SiH3:5])(Cl)Cl.[Si:6]([O:13][C:14]1[CH:21]=[CH:20][CH:19]=[CH:18][C:15]=1[CH2:16]Br)([C:9]([CH3:12])([CH3:11])[CH3:10])([CH3:8])[CH3:7].[Mg]. Given the product [Si:6]([O:13][C:14]1[CH:21]=[CH:20][CH:19]=[CH:18][C:15]=1[CH2:16][C:2]([SiH3:5])([CH2:16][C:15]1[CH:18]=[CH:19][CH:20]=[CH:21][C:14]=1[O:13][Si:6]([C:9]([CH3:12])([CH3:11])[CH3:10])([CH3:8])[CH3:7])[CH2:16][C:15]1[CH:18]=[CH:19][CH:20]=[CH:21][C:14]=1[O:13][Si:6]([C:9]([CH3:12])([CH3:10])[CH3:11])([CH3:8])[CH3:7])([C:9]([CH3:12])([CH3:11])[CH3:10])([CH3:8])[CH3:7], predict the reactants needed to synthesize it. (9) Given the product [NH2:11][C:4]1[CH:5]=[C:6]([C:7]([O:9][CH3:10])=[O:8])[N:2]([CH3:1])[N:3]=1, predict the reactants needed to synthesize it. The reactants are: [CH3:1][N:2]1[C:6]([C:7]([O:9][CH3:10])=[O:8])=[CH:5][C:4]([N+:11]([O-])=O)=[N:3]1.[H][H]. (10) Given the product [CH2:11]([O:10][C:8](=[O:9])[C:5]#[C:4][CH2:3][CH:2]([CH3:6])[CH3:1])[CH3:12], predict the reactants needed to synthesize it. The reactants are: [CH3:1][CH:2]([CH3:6])[CH2:3][C:4]#[CH:5].Cl[C:8]([O:10][CH2:11][CH3:12])=[O:9].